Dataset: Full USPTO retrosynthesis dataset with 1.9M reactions from patents (1976-2016). Task: Predict the reactants needed to synthesize the given product. (1) Given the product [C:1]([O:5][C:6]([N:8]([CH3:36])[C@@H:9]([CH3:35])[C:10]([NH:12][C@@H:13]1[C:20](=[O:21])[N:19]2[C@H:22]([C:25]([OH:27])=[O:26])[CH2:23][CH2:24][C@@H:18]2[CH2:17][CH2:16][CH2:15][CH2:14]1)=[O:11])=[O:7])([CH3:4])([CH3:3])[CH3:2], predict the reactants needed to synthesize it. The reactants are: [C:1]([O:5][C:6]([N:8]([CH3:36])[C@@H:9]([CH3:35])[C:10]([NH:12][C@@H:13]1[C:20](=[O:21])[N:19]2[C@H:22]([C:25]([O:27]CC3C=CC=CC=3)=[O:26])[CH2:23][CH2:24][C@@H:18]2[CH2:17][CH:16]=[CH:15][CH2:14]1)=[O:11])=[O:7])([CH3:4])([CH3:3])[CH3:2].[H][H]. (2) Given the product [CH3:33][O:30][C:27]([CH:6]1[CH:5]([CH2:9][N:10]([C:19]2[C:20]([N+:24]([O-:26])=[O:25])=[CH:21][N:22]=[C:17]([Cl:16])[N:18]=2)[CH:11]2[CH2:12][CH2:13][CH2:14][CH2:15]2)[CH2:8][CH2:7]1)=[O:28], predict the reactants needed to synthesize it. The reactants are: COC([C:5]1([CH2:9][NH:10][CH:11]2[CH2:15][CH2:14][CH2:13][CH2:12]2)[CH2:8][CH2:7][CH2:6]1)=O.[Cl:16][C:17]1[N:22]=[C:21](Cl)[C:20]([N+:24]([O-:26])=[O:25])=[CH:19][N:18]=1.[C:27]([O-:30])([O-])=[O:28].[K+].[K+].[CH3:33]C(C)=O. (3) The reactants are: [Cl:1][C:2]1[CH:17]=[CH:16][CH:15]=[CH:14][C:3]=1[CH2:4][O:5][C:6]1[CH:11]=[CH:10][CH:9]=[CH:8][C:7]=1[CH2:12]O.[BrH:18].[C:19]1([PH+:25]([C:32]2[CH:37]=[CH:36][CH:35]=[CH:34][CH:33]=2)[C:26]2[CH:31]=[CH:30][CH:29]=[CH:28][CH:27]=2)[CH:24]=[CH:23][CH:22]=[CH:21][CH:20]=1. Given the product [Br-:18].[Cl:1][C:2]1[CH:17]=[CH:16][CH:15]=[CH:14][C:3]=1[CH2:4][O:5][C:6]1[CH:11]=[CH:10][CH:9]=[CH:8][C:7]=1[CH2:12][P+:25]([C:26]1[CH:27]=[CH:28][CH:29]=[CH:30][CH:31]=1)([C:32]1[CH:37]=[CH:36][CH:35]=[CH:34][CH:33]=1)[C:19]1[CH:20]=[CH:21][CH:22]=[CH:23][CH:24]=1, predict the reactants needed to synthesize it. (4) The reactants are: [CH:1]1([N:6]2[C:10]3[N:11]=[C:12]([NH2:15])[N:13]=[CH:14][C:9]=3[C:8]3[CH:16]=[CH:17][N:18]=[CH:19][C:7]2=3)[CH2:5][CH2:4][CH2:3][CH2:2]1.Cl[C:21]1[N:26]=[CH:25][C:24]([CH2:27][N:28]2[CH2:33][CH2:32][CH:31]([OH:34])[CH2:30][CH2:29]2)=[CH:23][CH:22]=1.CC1(C)C2C=CC=C(P(C3C=CC=CC=3)C3C=CC=CC=3)C=2OC2C1=CC=CC=2P(C1C=CC=CC=1)C1C=CC=CC=1.C(=O)([O-])[O-].[Cs+].[Cs+]. Given the product [CH:1]1([N:6]2[C:10]3[N:11]=[C:12]([NH:15][C:21]4[N:26]=[CH:25][C:24]([CH2:27][N:28]5[CH2:29][CH2:30][CH:31]([OH:34])[CH2:32][CH2:33]5)=[CH:23][CH:22]=4)[N:13]=[CH:14][C:9]=3[C:8]3[CH:16]=[CH:17][N:18]=[CH:19][C:7]2=3)[CH2:2][CH2:3][CH2:4][CH2:5]1, predict the reactants needed to synthesize it. (5) Given the product [NH2:1][C:2]1[C:7]2=[C:8]([Br:30])[CH:9]=[C:10]([C:11]3[CH:12]=[CH:13][C:14]([N:17]4[CH2:18][CH2:19][N:20]([C:23]([O:25][C:26]([CH3:29])([CH3:28])[CH3:27])=[O:24])[CH2:21][CH2:22]4)=[CH:15][CH:16]=3)[N:6]2[N:5]=[CH:4][N:3]=1, predict the reactants needed to synthesize it. The reactants are: [NH2:1][C:2]1[C:7]2=[CH:8][CH:9]=[C:10]([C:11]3[CH:16]=[CH:15][C:14]([N:17]4[CH2:22][CH2:21][N:20]([C:23]([O:25][C:26]([CH3:29])([CH3:28])[CH3:27])=[O:24])[CH2:19][CH2:18]4)=[CH:13][CH:12]=3)[N:6]2[N:5]=[CH:4][N:3]=1.[Br:30]N1C(C)(C)C(=O)N(Br)C1=O.